Dataset: Full USPTO retrosynthesis dataset with 1.9M reactions from patents (1976-2016). Task: Predict the reactants needed to synthesize the given product. (1) The reactants are: [CH3:1][S:2][C:3]1[C:11]2[C:6](=[CH:7][C:8]([N:12]3[CH2:17][CH2:16][N:15](C(OC(C)(C)C)=O)[CH2:14][CH2:13]3)=[CH:9][CH:10]=2)[N:5]([C:25]2[CH:30]=[CH:29][CH:28]=[CH:27][CH:26]=2)[N:4]=1.[ClH:31]. Given the product [ClH:31].[CH3:1][S:2][C:3]1[C:11]2[C:6](=[CH:7][C:8]([N:12]3[CH2:13][CH2:14][NH:15][CH2:16][CH2:17]3)=[CH:9][CH:10]=2)[N:5]([C:25]2[CH:26]=[CH:27][CH:28]=[CH:29][CH:30]=2)[N:4]=1, predict the reactants needed to synthesize it. (2) Given the product [CH2:23]([CH:18]([CH2:19][CH2:20][CH2:21][CH3:22])[CH2:17][O:16][C:14]([CH:9]1[CH:8]([C:6]([O:5][CH2:4][CH:3]([CH2:1][CH3:2])[CH2:25][CH2:26][CH2:27][CH3:28])=[O:7])[CH2:13][CH2:12][CH:11]([S:29]([O-:32])(=[O:31])=[O:30])[CH2:10]1)=[O:15])[CH3:24].[Na+:33], predict the reactants needed to synthesize it. The reactants are: [CH2:1]([CH:3]([CH2:25][CH2:26][CH2:27][CH3:28])[CH2:4][O:5][C:6]([CH:8]1[CH2:13][CH:12]=[CH:11][CH2:10][CH:9]1[C:14]([O:16][CH2:17][CH:18]([CH2:23][CH3:24])[CH2:19][CH2:20][CH2:21][CH3:22])=[O:15])=[O:7])[CH3:2].[S:29]([O-:32])([OH:31])=[O:30].[Na+:33].N(C(C)(C)C#N)=NC(C)(C)C#N. (3) Given the product [Cl:9][C:10]1[CH:15]=[CH:14][C:13]2[N:16]([CH2:26][CH2:27][N:3]3[CH2:4][CH2:5][CH:6]([CH3:7])[CH:2]3[CH3:1])[C:22]3[CH2:21][CH2:20][N:19]([CH3:18])[CH2:24][C:23]=3[C:12]=2[CH:11]=1, predict the reactants needed to synthesize it. The reactants are: [CH3:1][CH:2]1[CH:6]([CH3:7])[CH2:5][CH2:4][NH:3]1.Cl.[Cl:9][C:10]1[CH:15]=[CH:14][C:13]([NH:16]N)=[CH:12][CH:11]=1.[CH3:18][N:19]1[CH2:24][CH2:23][C:22](=O)[CH2:21][CH2:20]1.[CH2:26](N(CC)CC)[CH3:27]. (4) Given the product [OH:1][C:2]1[CH:10]=[CH:9][C:5]([C:6]([O:8][CH2:17][C:16]2[CH:19]=[CH:20][C:13]([O:12][CH3:11])=[CH:14][CH:15]=2)=[O:7])=[CH:4][CH:3]=1, predict the reactants needed to synthesize it. The reactants are: [OH:1][C:2]1[CH:10]=[CH:9][C:5]([C:6]([OH:8])=[O:7])=[CH:4][CH:3]=1.[CH3:11][O:12][C:13]1[CH:20]=[CH:19][C:16]([CH2:17]Cl)=[CH:15][CH:14]=1.C(O)C. (5) Given the product [NH2:5][CH2:6][C:7]1[CH:8]=[C:9]([NH:13][C:14]2[N:19]=[C:18]([C:20]3[C:21]([C:29]4[CH:30]=[C:31]([NH:35][C:36](=[O:43])[CH2:37][C:38]5[S:39][CH:40]=[CH:41][CH:42]=5)[CH:32]=[CH:33][CH:34]=4)=[N:22][N:23]4[CH:28]=[CH:27][CH:26]=[CH:25][C:24]=34)[CH:17]=[CH:16][N:15]=2)[CH:10]=[CH:11][CH:12]=1, predict the reactants needed to synthesize it. The reactants are: FC(F)(F)C([NH:5][CH2:6][C:7]1[CH:12]=[CH:11][CH:10]=[C:9]([NH:13][C:14]2[N:19]=[C:18]([C:20]3[C:21]([C:29]4[CH:34]=[CH:33][CH:32]=[C:31]([NH:35][C:36](=[O:43])[CH2:37][C:38]5[S:39][CH:40]=[CH:41][CH:42]=5)[CH:30]=4)=[N:22][N:23]4[CH:28]=[CH:27][CH:26]=[CH:25][C:24]=34)[CH:17]=[CH:16][N:15]=2)[CH:8]=1)=O.O[Li].O.